Dataset: Forward reaction prediction with 1.9M reactions from USPTO patents (1976-2016). Task: Predict the product of the given reaction. (1) Given the reactants [Cl:1][C:2]1[CH:13]=[CH:12][CH:11]=[C:10]([Cl:14])[C:3]=1[O:4][CH:5]([CH3:9])[C:6]([NH2:8])=O.F[B-](F)(F)F.C[O+](C)C.C(Cl)Cl.[CH2:27](N)[CH2:28][NH2:29], predict the reaction product. The product is: [Cl:1][C:2]1[CH:13]=[CH:12][CH:11]=[C:10]([Cl:14])[C:3]=1[O:4][CH:5]([C:6]1[NH:29][CH2:28][CH2:27][N:8]=1)[CH3:9]. (2) The product is: [Cl:26][C:27]1[CH:32]=[C:31]([Cl:33])[CH:30]=[CH:29][C:28]=1[NH:34][C:35]([NH:1][CH2:2][CH2:3][CH2:4][CH2:5][CH2:6][CH2:7][N:8]1[CH2:13][CH2:12][CH:11]([C:14]2[CH:15]=[C:16]([NH:20][C:21](=[O:25])[CH:22]([CH3:23])[CH3:24])[CH:17]=[CH:18][CH:19]=2)[CH2:10][CH2:9]1)=[O:36]. Given the reactants [NH2:1][CH2:2][CH2:3][CH2:4][CH2:5][CH2:6][CH2:7][N:8]1[CH2:13][CH2:12][CH:11]([C:14]2[CH:15]=[C:16]([NH:20][C:21](=[O:25])[CH:22]([CH3:24])[CH3:23])[CH:17]=[CH:18][CH:19]=2)[CH2:10][CH2:9]1.[Cl:26][C:27]1[CH:32]=[C:31]([Cl:33])[CH:30]=[CH:29][C:28]=1[N:34]=[C:35]=[O:36], predict the reaction product. (3) Given the reactants Cl[C:2]1[S:6][C:5]([NH:7][C:8](=[O:10])[CH3:9])=[N:4][C:3]=1[C:11]#[N:12].[NH2:13][C:14]1[CH:19]=[CH:18][CH:17]=[CH:16][C:15]=1[SH:20].C(=O)([O-])[O-].[Cs+].[Cs+], predict the reaction product. The product is: [NH2:13][C:14]1[CH:19]=[CH:18][CH:17]=[CH:16][C:15]=1[S:20][C:2]1[S:6][C:5]([NH:7][C:8](=[O:10])[CH3:9])=[N:4][C:3]=1[C:11]#[N:12].